This data is from Reaction yield outcomes from USPTO patents with 853,638 reactions. The task is: Predict the reaction yield, written as a fraction of the theoretical maximum amount of product (1.0 means a 100% yield; for example, 0.34 means a 34% yield). (1) The reactants are Br[C:2]1[CH:11]=[CH:10][C:5]([C:6]([O:8][CH3:9])=[O:7])=[C:4]([CH3:12])[CH:3]=1.[N+:13]([C:16]1[CH:21]=[CH:20][C:19](B(O)O)=[CH:18][CH:17]=1)([O-:15])=[O:14].C([O-])([O-])=O.[Na+].[Na+].ClCCl. The catalyst is C1(C)C=CC=CC=1.CCOC(C)=O.O.O1CCOCC1. The product is [CH3:12][C:4]1[CH:3]=[C:2]([C:19]2[CH:20]=[CH:21][C:16]([N+:13]([O-:15])=[O:14])=[CH:17][CH:18]=2)[CH:11]=[CH:10][C:5]=1[C:6]([O:8][CH3:9])=[O:7]. The yield is 0.890. (2) The reactants are [CH3:1][NH:2][C:3]([NH:5][C:6]1[CH:11]=[CH:10][C:9]([C:12]2[N:17]=[C:16]3[N:18]([CH:21]4[CH2:26][CH2:25][N:24]([CH2:27][C:28]5[CH:29]=[N:30][CH:31]=[CH:32][CH:33]=5)[CH2:23][CH2:22]4)[N:19]=[CH:20][C:15]3=[C:14]([N:34]3[CH2:39][CH2:38][O:37][CH2:36][CH2:35]3)[N:13]=2)=[CH:8][CH:7]=1)=[O:4].C1C(=O)N([Cl:47])C(=O)C1. The catalyst is C(Cl)Cl. The product is [Cl:47][C:11]1[CH:10]=[C:9]([C:12]2[N:17]=[C:16]3[N:18]([CH:21]4[CH2:22][CH2:23][N:24]([CH2:27][C:28]5[CH:29]=[N:30][CH:31]=[CH:32][CH:33]=5)[CH2:25][CH2:26]4)[N:19]=[CH:20][C:15]3=[C:14]([N:34]3[CH2:39][CH2:38][O:37][CH2:36][CH2:35]3)[N:13]=2)[CH:8]=[CH:7][C:6]=1[NH:5][C:3]([NH:2][CH3:1])=[O:4]. The yield is 0.320.